Dataset: NCI-60 drug combinations with 297,098 pairs across 59 cell lines. Task: Regression. Given two drug SMILES strings and cell line genomic features, predict the synergy score measuring deviation from expected non-interaction effect. (1) Drug 1: CC1=C(C=C(C=C1)C(=O)NC2=CC(=CC(=C2)C(F)(F)F)N3C=C(N=C3)C)NC4=NC=CC(=N4)C5=CN=CC=C5. Drug 2: CC1=C2C(C(=O)C3(C(CC4C(C3C(C(C2(C)C)(CC1OC(=O)C(C(C5=CC=CC=C5)NC(=O)C6=CC=CC=C6)O)O)OC(=O)C7=CC=CC=C7)(CO4)OC(=O)C)O)C)OC(=O)C. Cell line: MOLT-4. Synergy scores: CSS=40.8, Synergy_ZIP=15.0, Synergy_Bliss=15.5, Synergy_Loewe=-31.1, Synergy_HSA=9.56. (2) Drug 1: C1CCC(C1)C(CC#N)N2C=C(C=N2)C3=C4C=CNC4=NC=N3. Drug 2: C1CC(=O)NC(=O)C1N2C(=O)C3=CC=CC=C3C2=O. Synergy scores: CSS=-3.30, Synergy_ZIP=4.85, Synergy_Bliss=4.70, Synergy_Loewe=-4.55, Synergy_HSA=-4.98. Cell line: UACC62. (3) Drug 1: C1CC(C1)(C(=O)O)C(=O)O.[NH2-].[NH2-].[Pt+2]. Drug 2: CCC1=C2CN3C(=CC4=C(C3=O)COC(=O)C4(CC)O)C2=NC5=C1C=C(C=C5)O. Cell line: A498. Synergy scores: CSS=22.2, Synergy_ZIP=-4.34, Synergy_Bliss=4.34, Synergy_Loewe=-31.5, Synergy_HSA=3.26. (4) Drug 1: C1CCC(C(C1)N)N.C(=O)(C(=O)[O-])[O-].[Pt+4]. Drug 2: CC1C(C(CC(O1)OC2CC(CC3=C2C(=C4C(=C3O)C(=O)C5=C(C4=O)C(=CC=C5)OC)O)(C(=O)CO)O)N)O.Cl. Cell line: UO-31. Synergy scores: CSS=59.6, Synergy_ZIP=-1.57, Synergy_Bliss=0.792, Synergy_Loewe=1.97, Synergy_HSA=3.10. (5) Drug 1: C#CCC(CC1=CN=C2C(=N1)C(=NC(=N2)N)N)C3=CC=C(C=C3)C(=O)NC(CCC(=O)O)C(=O)O. Drug 2: CC1C(C(CC(O1)OC2CC(CC3=C2C(=C4C(=C3O)C(=O)C5=C(C4=O)C(=CC=C5)OC)O)(C(=O)CO)O)N)O.Cl. Cell line: UO-31. Synergy scores: CSS=25.1, Synergy_ZIP=-1.36, Synergy_Bliss=0.103, Synergy_Loewe=-3.07, Synergy_HSA=-1.78. (6) Drug 1: CN1CCC(CC1)COC2=C(C=C3C(=C2)N=CN=C3NC4=C(C=C(C=C4)Br)F)OC. Drug 2: CC1=C(C(CCC1)(C)C)C=CC(=CC=CC(=CC(=O)O)C)C. Cell line: HL-60(TB). Synergy scores: CSS=36.4, Synergy_ZIP=28.0, Synergy_Bliss=27.6, Synergy_Loewe=17.6, Synergy_HSA=22.3. (7) Drug 1: C1CC(C1)(C(=O)O)C(=O)O.[NH2-].[NH2-].[Pt+2]. Drug 2: CC1CCCC2(C(O2)CC(NC(=O)CC(C(C(=O)C(C1O)C)(C)C)O)C(=CC3=CSC(=N3)C)C)C. Cell line: U251. Synergy scores: CSS=51.8, Synergy_ZIP=-1.87, Synergy_Bliss=-4.58, Synergy_Loewe=-2.96, Synergy_HSA=-0.346. (8) Drug 1: C1C(C(OC1N2C=C(C(=O)NC2=O)F)CO)O. Drug 2: CCC1=C2CN3C(=CC4=C(C3=O)COC(=O)C4(CC)O)C2=NC5=C1C=C(C=C5)O. Cell line: NCI-H226. Synergy scores: CSS=3.60, Synergy_ZIP=1.15, Synergy_Bliss=2.92, Synergy_Loewe=-11.9, Synergy_HSA=-2.44. (9) Drug 1: CC1=C2C(C(=O)C3(C(CC4C(C3C(C(C2(C)C)(CC1OC(=O)C(C(C5=CC=CC=C5)NC(=O)OC(C)(C)C)O)O)OC(=O)C6=CC=CC=C6)(CO4)OC(=O)C)OC)C)OC. Drug 2: COC1=C2C(=CC3=C1OC=C3)C=CC(=O)O2. Cell line: SNB-75. Synergy scores: CSS=32.8, Synergy_ZIP=3.18, Synergy_Bliss=5.62, Synergy_Loewe=-32.0, Synergy_HSA=5.39. (10) Drug 1: CCC1(CC2CC(C3=C(CCN(C2)C1)C4=CC=CC=C4N3)(C5=C(C=C6C(=C5)C78CCN9C7C(C=CC9)(C(C(C8N6C)(C(=O)OC)O)OC(=O)C)CC)OC)C(=O)OC)O.OS(=O)(=O)O. Drug 2: CN(CC1=CN=C2C(=N1)C(=NC(=N2)N)N)C3=CC=C(C=C3)C(=O)NC(CCC(=O)O)C(=O)O. Cell line: SR. Synergy scores: CSS=74.6, Synergy_ZIP=-4.09, Synergy_Bliss=-1.70, Synergy_Loewe=-7.40, Synergy_HSA=-1.73.